Dataset: Forward reaction prediction with 1.9M reactions from USPTO patents (1976-2016). Task: Predict the product of the given reaction. (1) Given the reactants [Br:1][C:2]1[CH:3]=[C:4]([CH:13]=[C:14]([C:16]([F:19])([F:18])[F:17])[CH:15]=1)[CH:5]=[N:6][S@:7]([C:9]([CH3:12])([CH3:11])[CH3:10])=[O:8].[CH:20]([Mg]Br)=[CH2:21].[NH4+].[Cl-], predict the reaction product. The product is: [Br:1][C:2]1[CH:3]=[C:4]([C@H:5]([NH:6][S@:7]([C:9]([CH3:12])([CH3:11])[CH3:10])=[O:8])[CH:20]=[CH2:21])[CH:13]=[C:14]([C:16]([F:19])([F:17])[F:18])[CH:15]=1. (2) The product is: [CH2:3]([C:5]1[CH:14]=[C:13]([CH3:15])[C:12]2[C:11](=[O:16])[N:10]([CH2:28][C:29]([O:31][CH3:32])=[O:30])[C@@H:9]3[CH2:17][N:18]([C:20]([O:22][C:23]([CH3:25])([CH3:24])[CH3:26])=[O:21])[CH2:19][C@H:8]3[C:7]=2[CH:6]=1)[CH3:4]. Given the reactants [H-].[Na+].[CH2:3]([C:5]1[CH:14]=[C:13]([CH3:15])[C:12]2[C:11](=[O:16])[NH:10][C@@H:9]3[CH2:17][N:18]([C:20]([O:22][C:23]([CH3:26])([CH3:25])[CH3:24])=[O:21])[CH2:19][C@H:8]3[C:7]=2[CH:6]=1)[CH3:4].Br[CH2:28][C:29]([O:31][CH3:32])=[O:30], predict the reaction product. (3) Given the reactants CC1(C)[O:6][CH:5]([CH2:7][CH2:8][CH2:9][N:10](C=O)C=O)[CH2:4][O:3]1.[ClH:16], predict the reaction product. The product is: [ClH:16].[NH2:10][CH2:9][CH2:8][CH2:7][CH:5]([OH:6])[CH2:4][OH:3]. (4) Given the reactants [CH2:1]([O:3][C:4]([N:6]1[C:15]2[C:10](=[N:11][C:12]([O:16][CH3:17])=[CH:13][CH:14]=2)[C@H:9]([NH:18]C(O[C@H](C2C=CC=CC=2)C)=O)[CH2:8][C@@H:7]1[CH2:30][CH3:31])=[O:5])[CH3:2], predict the reaction product. The product is: [CH2:1]([O:3][C:4]([N:6]1[C:15]2[C:10](=[N:11][C:12]([O:16][CH3:17])=[CH:13][CH:14]=2)[C@H:9]([NH2:18])[CH2:8][C@@H:7]1[CH2:30][CH3:31])=[O:5])[CH3:2]. (5) Given the reactants [H-].[Na+].[F:3][C:4]1[CH:9]=[CH:8][C:7]([OH:10])=[CH:6][CH:5]=1.[Cl:11][C:12]1[CH:28]=[C:27]([S:29]([CH3:32])(=[O:31])=[O:30])[CH:26]=[CH:25][C:13]=1[CH2:14][NH:15][C:16](=[O:24])[C:17]1[CH:22]=[CH:21][C:20](F)=[N:19][CH:18]=1, predict the reaction product. The product is: [Cl:11][C:12]1[CH:28]=[C:27]([S:29]([CH3:32])(=[O:31])=[O:30])[CH:26]=[CH:25][C:13]=1[CH2:14][NH:15][C:16](=[O:24])[C:17]1[CH:22]=[CH:21][C:20]([O:10][C:7]2[CH:8]=[CH:9][C:4]([F:3])=[CH:5][CH:6]=2)=[N:19][CH:18]=1. (6) Given the reactants [Cl:1][C:2]1[CH:3]=[CH:4][C:5]([OH:8])=[N:6][CH:7]=1.[Br:9]Br.C(OCC)(=O)C.O, predict the reaction product. The product is: [Br:9][C:4]1[C:5]([OH:8])=[N:6][CH:7]=[C:2]([Cl:1])[CH:3]=1. (7) Given the reactants [Cr](Cl)([O-])(=O)=O.[NH+]1C=CC=CC=1.[OH:12][CH2:13][CH:14]([CH2:27][CH2:28][C:29]1[CH:38]=[CH:37][C:32]([C:33]([O:35][CH3:36])=[O:34])=[CH:31][CH:30]=1)[CH2:15][CH2:16][C:17]1[CH:26]=[CH:25][C:20]([C:21]([O:23][CH3:24])=[O:22])=[CH:19][CH:18]=1, predict the reaction product. The product is: [CH:13]([CH:14]([CH2:27][CH2:28][C:29]1[CH:38]=[CH:37][C:32]([C:33]([O:35][CH3:36])=[O:34])=[CH:31][CH:30]=1)[CH2:15][CH2:16][C:17]1[CH:26]=[CH:25][C:20]([C:21]([O:23][CH3:24])=[O:22])=[CH:19][CH:18]=1)=[O:12].